The task is: Predict the reaction yield, written as a fraction of the theoretical maximum amount of product (1.0 means a 100% yield; for example, 0.34 means a 34% yield).. This data is from Reaction yield outcomes from USPTO patents with 853,638 reactions. (1) The reactants are Cl[C:2]1[N:11]=[CH:10][C:9]2[N:8]([CH:12]3[CH2:17][CH2:16][S:15](=[O:19])(=[O:18])[CH2:14][CH2:13]3)[C:7](=[O:20])[C:6]3([CH3:25])[CH2:21][O:22][CH2:23][CH2:24][N:5]3[C:4]=2[N:3]=1.[CH:26]1([NH:29][C:30]([NH:32][C:33]2[CH:38]=[CH:37][C:36](B3OC(C)(C)C(C)(C)O3)=[CH:35][CH:34]=2)=[O:31])[CH2:28][CH2:27]1.C([O-])(O)=O.[Na+]. The catalyst is O1CCOCC1.C1COCC1.C1C=CC(P(C2C=CC=CC=2)[C-]2C=CC=C2)=CC=1.C1C=CC(P(C2C=CC=CC=2)[C-]2C=CC=C2)=CC=1.Cl[Pd]Cl.[Fe+2]. The product is [CH:26]1([NH:29][C:30]([NH:32][C:33]2[CH:38]=[CH:37][C:36]([C:2]3[N:11]=[CH:10][C:9]4[N:8]([CH:12]5[CH2:17][CH2:16][S:15](=[O:19])(=[O:18])[CH2:14][CH2:13]5)[C:7](=[O:20])[C:6]5([CH3:25])[CH2:21][O:22][CH2:23][CH2:24][N:5]5[C:4]=4[N:3]=3)=[CH:35][CH:34]=2)=[O:31])[CH2:28][CH2:27]1. The yield is 0.700. (2) The reactants are C([Mg]Br)C.[I:5][C:6]1[N:7]=[C:8]2[C:14]3[CH:15]=[CH:16][C:17]([C:19]([O:21][CH3:22])=[O:20])=[CH:18][C:13]=3[O:12][CH2:11][CH2:10][N:9]2[C:23]=1I.[NH4+].[Cl-]. The catalyst is C(OCC)C.C1COCC1. The product is [I:5][C:6]1[N:7]=[C:8]2[C:14]3[CH:15]=[CH:16][C:17]([C:19]([O:21][CH3:22])=[O:20])=[CH:18][C:13]=3[O:12][CH2:11][CH2:10][N:9]2[CH:23]=1. The yield is 0.800. (3) The reactants are CC1C=CC(S(O[C@H:12]([CH2:15][CH:16]([CH3:21])[CH2:17][CH2:18][CH:19]=[CH2:20])[CH2:13][CH3:14])(=O)=O)=CC=1.[CH2:22]([O:24][C:25](=[O:41])[CH2:26][N:27]=[C:28]([C:35]1[CH:40]=[CH:39][CH:38]=[CH:37][CH:36]=1)[C:29]1[CH:34]=[CH:33][CH:32]=[CH:31][CH:30]=1)[CH3:23].[Li+].C[Si]([N-][Si](C)(C)C)(C)C. The catalyst is C1(C)C=CC=CC=1. The product is [C:29]1([C:28](=[N:27][CH:26]([C@H:12]([CH2:13][CH3:14])[CH2:15][CH:16]([CH3:21])[CH2:17][CH2:18][CH:19]=[CH2:20])[C:25]([O:24][CH2:22][CH3:23])=[O:41])[C:35]2[CH:40]=[CH:39][CH:38]=[CH:37][CH:36]=2)[CH:30]=[CH:31][CH:32]=[CH:33][CH:34]=1. The yield is 0.357. (4) The reactants are P([O:13][CH2:14][C@H:15]1[CH2:19][CH2:18][CH2:17][N:16]1[CH2:20][CH2:21][CH2:22][O:23][C:24]1[CH:33]=[C:32]2[C:27]([C:28]([NH:34][C:35]3[CH:39]=[C:38]([CH2:40][C:41]([NH:43][C:44]4[CH:49]=[CH:48][CH:47]=[C:46]([F:50])[C:45]=4[F:51])=[O:42])[NH:37][N:36]=3)=[N:29][CH:30]=[N:31]2)=[CH:26][CH:25]=1)(OC(C)(C)C)(OC(C)(C)C)=O.N1CCC[C@@H]1CO. No catalyst specified. The product is [F:51][C:45]1[C:46]([F:50])=[CH:47][CH:48]=[CH:49][C:44]=1[NH:43][C:41](=[O:42])[CH2:40][C:38]1[NH:37][N:36]=[C:35]([NH:34][C:28]2[C:27]3[C:32](=[CH:33][C:24]([O:23][CH2:22][CH2:21][CH2:20][N:16]4[CH2:17][CH2:18][CH2:19][C@@H:15]4[CH2:14][OH:13])=[CH:25][CH:26]=3)[N:31]=[CH:30][N:29]=2)[CH:39]=1. The yield is 0.600. (5) The reactants are CC1(C)[C@@H:6]([CH2:7][C:8]([OH:10])=[O:9])[C:5](=[O:11])OO1.[CH2:13]1[CH2:17][O:16]CC1.B.[CH2:19]1COCC1. The catalyst is CO. The product is [OH:11][CH2:5][CH2:6][C@H:7]1[O:16][C:17]([CH3:13])([CH3:19])[O:10][C:8]1=[O:9]. The yield is 0.490. (6) The reactants are [Cl:1][C:2]1[CH:18]=[CH:17][C:5]2[CH2:6][CH2:7][N:8]([C:11](=[O:16])[C:12]([F:15])([F:14])[F:13])[CH2:9][CH2:10][C:4]=2[C:3]=1OS(C(F)(F)F)(=O)=O.[CH3:27][C:28]([CH3:42])([CH3:41])[C:29]([NH:31][CH2:32][C:33]1[CH:40]=[CH:39][C:36]([CH2:37][NH2:38])=[CH:35][CH:34]=1)=[O:30]. No catalyst specified. The product is [Cl:1][C:2]1[CH:18]=[CH:17][C:5]2[CH2:6][CH2:7][N:8]([C:11](=[O:16])[C:12]([F:15])([F:14])[F:13])[CH2:9][CH2:10][C:4]=2[C:3]=1[NH:38][CH2:37][C:36]1[CH:39]=[CH:40][C:33]([CH2:32][NH:31][C:29](=[O:30])[C:28]([CH3:41])([CH3:27])[CH3:42])=[CH:34][CH:35]=1. The yield is 0.760. (7) The reactants are Cl.[NH2:2][CH2:3][C:4]1[N:5]([CH2:26][CH:27]([CH3:29])[CH3:28])[C:6](=[O:25])[C:7]2[C:12]([C:13]=1[C:14]1[CH:19]=[CH:18][CH:17]=[CH:16][CH:15]=1)=[CH:11][C:10](/[CH:20]=[CH:21]/[C:22]([NH2:24])=[O:23])=[CH:9][CH:8]=2.C(=O)([O-])[O-].[K+].[K+]. The catalyst is O. The product is [NH2:2][CH2:3][C:4]1[N:5]([CH2:26][CH:27]([CH3:29])[CH3:28])[C:6](=[O:25])[C:7]2[C:12]([C:13]=1[C:14]1[CH:19]=[CH:18][CH:17]=[CH:16][CH:15]=1)=[CH:11][C:10](/[CH:20]=[CH:21]/[C:22]([NH2:24])=[O:23])=[CH:9][CH:8]=2. The yield is 0.545. (8) The reactants are Cl[Si:2]([CH:9]([CH3:11])[CH3:10])([CH:6]([CH3:8])[CH3:7])[CH:3]([CH3:5])[CH3:4].[OH:12][CH2:13][CH2:14][C:15]1[CH:16]=[C:17]([CH:20]=[CH:21][CH:22]=1)[CH:18]=[O:19].N1C=CN=C1. The catalyst is CN(C)C=O.O. The product is [CH:3]([Si:2]([CH:9]([CH3:11])[CH3:10])([CH:6]([CH3:8])[CH3:7])[O:12][CH2:13][CH2:14][C:15]1[CH:16]=[C:17]([CH:20]=[CH:21][CH:22]=1)[CH:18]=[O:19])([CH3:5])[CH3:4]. The yield is 0.960. (9) The yield is 0.480. The product is [C:35]([C:29]1[CH:30]=[C:31]([CH:32]([CH3:34])[CH3:33])[C:25]2[O:24][C:23]([C:20]3[CH:21]=[CH:22][C:17]([C:16]([NH:15][CH2:14][CH:11]4[CH2:12][CH2:13][N:8]([C:6]5[CH:5]=[CH:4][N:3]=[C:2]([N:39]([CH3:40])[CH3:38])[N:7]=5)[CH2:9][CH2:10]4)=[O:37])=[CH:18][CH:19]=3)=[N:27][C:26]=2[CH:28]=1)#[N:36]. The reactants are Cl[C:2]1[N:7]=[C:6]([N:8]2[CH2:13][CH2:12][CH:11]([CH2:14][NH:15][C:16](=[O:37])[C:17]3[CH:22]=[CH:21][C:20]([C:23]4[O:24][C:25]5[C:31]([CH:32]([CH3:34])[CH3:33])=[CH:30][C:29]([C:35]#[N:36])=[CH:28][C:26]=5[N:27]=4)=[CH:19][CH:18]=3)[CH2:10][CH2:9]2)[CH:5]=[CH:4][N:3]=1.[CH3:38][NH:39][CH3:40]. No catalyst specified. (10) The reactants are [CH3:1][C:2]1[NH:3][C:4](=O)[C:5]2[C:10]3[CH2:11][CH2:12][CH2:13][CH2:14][C:9]=3[O:8][C:6]=2[N:7]=1.O=P(Cl)(Cl)[Cl:18].C(Cl)(Cl)Cl.CCCCCC. The catalyst is C(OC(=O)C)(=O)C. The product is [Cl:18][C:4]1[C:5]2[C:10]3[CH2:11][CH2:12][CH2:13][CH2:14][C:9]=3[O:8][C:6]=2[N:7]=[C:2]([CH3:1])[N:3]=1. The yield is 0.820.